From a dataset of Catalyst prediction with 721,799 reactions and 888 catalyst types from USPTO. Predict which catalyst facilitates the given reaction. (1) Reactant: C[O:2][C:3]([C:5]1[CH:14]=[CH:13][C:12]2[CH:11]([N:15]=[N+]=[N-])[CH2:10][CH2:9][CH2:8][C:7]=2[CH:6]=1)=O. Product: [NH2:15][CH:11]1[CH2:10][CH2:9][CH2:8][C:7]2[CH:6]=[C:5]([CH2:3][OH:2])[CH:14]=[CH:13][C:12]1=2. The catalyst class is: 1. (2) Reactant: Cl.[CH3:2][O:3][CH2:4][C:5](=[NH:8])OC.[C:9]([CH2:11][C:12]([NH:14][NH2:15])=O)#[N:10].[OH-].[Na+]. Product: [C:9]([CH2:11][C:12]1[NH:14][N:15]=[C:5]([CH2:4][O:3][CH3:2])[N:8]=1)#[N:10]. The catalyst class is: 5. (3) Reactant: [CH3:1][N:2]([CH3:15])[CH2:3][CH2:4][C:5]1[S:9][C:8]2[CH:10]=[C:11]([CH3:14])[CH:12]=[CH:13][C:7]=2[CH:6]=1.[Br:16]Br.CC(OC)(C)C. Product: [Br:16][C:6]1[C:7]2[CH:13]=[CH:12][C:11]([CH3:14])=[CH:10][C:8]=2[S:9][C:5]=1[CH2:4][CH2:3][N:2]([CH3:1])[CH3:15]. The catalyst class is: 52. (4) Reactant: [CH3:1][C@@H:2]1[CH2:8][N:7]([C:9]2[CH:14]=[CH:13][CH:12]=[CH:11][CH:10]=2)[CH2:6][C:5]2[CH:15]=[CH:16][C:17]([C:19]([O:21]C)=O)=[CH:18][C:4]=2[O:3]1.[OH-:23].[Na+].[NH2:25]O. Product: [OH:23][NH:25][C:19]([C:17]1[CH:16]=[CH:15][C:5]2[CH2:6][N:7]([C:9]3[CH:14]=[CH:13][CH:12]=[CH:11][CH:10]=3)[CH2:8][C@@H:2]([CH3:1])[O:3][C:4]=2[CH:18]=1)=[O:21]. The catalyst class is: 36. (5) Reactant: [F:1][C:2]1([F:25])[C:6]2[N:7]=[CH:8][N:9]=[C:10]([N:11]3[CH2:16][CH2:15][N:14](C(OC(C)(C)C)=O)[CH2:13][CH2:12]3)[C:5]=2[C@H:4]([CH3:24])[CH2:3]1.[ClH:26].O1CCOCC1. Product: [ClH:26].[ClH:26].[F:25][C:2]1([F:1])[C:6]2[N:7]=[CH:8][N:9]=[C:10]([N:11]3[CH2:16][CH2:15][NH:14][CH2:13][CH2:12]3)[C:5]=2[C@H:4]([CH3:24])[CH2:3]1. The catalyst class is: 12.